Dataset: Catalyst prediction with 721,799 reactions and 888 catalyst types from USPTO. Task: Predict which catalyst facilitates the given reaction. (1) Reactant: [CH3:1][O:2][C:3]1[C:4]([CH2:16][CH:17]([C:19]2[CH:24]=[CH:23][CH:22]=[CH:21][CH:20]=2)[CH3:18])=[C:5](/[CH:9]=[CH:10]\[C:11]([O:13][CH2:14][CH3:15])=[O:12])[CH:6]=[CH:7][CH:8]=1.[H][H]. Product: [CH3:1][O:2][C:3]1[C:4]([CH2:16][CH:17]([C:19]2[CH:20]=[CH:21][CH:22]=[CH:23][CH:24]=2)[CH3:18])=[C:5]([CH2:9][CH2:10][C:11]([O:13][CH2:14][CH3:15])=[O:12])[CH:6]=[CH:7][CH:8]=1. The catalyst class is: 50. (2) Reactant: Cl.C(O[C:7]([N:9](C)[C:10]1[N:15]=[C:14]([CH2:16][O:17][C:18]2[CH:40]=[CH:39][C:21]([CH2:22][C@@H:23]([C:35]([O:37]C)=[O:36])[NH:24][C:25](=[O:34])[C:26]3[C:31]([Cl:32])=[CH:30][CH:29]=[CH:28][C:27]=3[Cl:33])=[CH:20][CH:19]=2)[CH:13]=[CH:12][CH:11]=1)=O)(C)(C)C. Product: [Cl:33][C:27]1[CH:28]=[CH:29][CH:30]=[C:31]([Cl:32])[C:26]=1[C:25]([NH:24][C@H:23]([C:35]([OH:37])=[O:36])[CH2:22][C:21]1[CH:39]=[CH:40][C:18]([O:17][CH2:16][C:14]2[CH:13]=[CH:12][CH:11]=[C:10]([NH:9][CH3:7])[N:15]=2)=[CH:19][CH:20]=1)=[O:34]. The catalyst class is: 169.